This data is from NCI-60 drug combinations with 297,098 pairs across 59 cell lines. The task is: Regression. Given two drug SMILES strings and cell line genomic features, predict the synergy score measuring deviation from expected non-interaction effect. (1) Cell line: SW-620. Drug 2: CC1CCCC2(C(O2)CC(NC(=O)CC(C(C(=O)C(C1O)C)(C)C)O)C(=CC3=CSC(=N3)C)C)C. Synergy scores: CSS=52.9, Synergy_ZIP=-1.61, Synergy_Bliss=-3.02, Synergy_Loewe=-4.10, Synergy_HSA=0.248. Drug 1: CC1=C(N=C(N=C1N)C(CC(=O)N)NCC(C(=O)N)N)C(=O)NC(C(C2=CN=CN2)OC3C(C(C(C(O3)CO)O)O)OC4C(C(C(C(O4)CO)O)OC(=O)N)O)C(=O)NC(C)C(C(C)C(=O)NC(C(C)O)C(=O)NCCC5=NC(=CS5)C6=NC(=CS6)C(=O)NCCC[S+](C)C)O. (2) Drug 1: C1=C(C(=O)NC(=O)N1)F. Drug 2: C1CNP(=O)(OC1)N(CCCl)CCCl. Cell line: RXF 393. Synergy scores: CSS=30.2, Synergy_ZIP=3.32, Synergy_Bliss=0.861, Synergy_Loewe=-17.1, Synergy_HSA=-1.87. (3) Drug 1: COC1=C(C=C2C(=C1)N=CN=C2NC3=CC(=C(C=C3)F)Cl)OCCCN4CCOCC4. Drug 2: C1CCC(CC1)NC(=O)N(CCCl)N=O. Cell line: LOX IMVI. Synergy scores: CSS=43.3, Synergy_ZIP=-3.99, Synergy_Bliss=-0.932, Synergy_Loewe=-0.349, Synergy_HSA=2.36. (4) Drug 1: CCN(CC)CCNC(=O)C1=C(NC(=C1C)C=C2C3=C(C=CC(=C3)F)NC2=O)C. Drug 2: CN(CC1=CN=C2C(=N1)C(=NC(=N2)N)N)C3=CC=C(C=C3)C(=O)NC(CCC(=O)O)C(=O)O. Cell line: SK-MEL-5. Synergy scores: CSS=18.5, Synergy_ZIP=-8.45, Synergy_Bliss=-1.58, Synergy_Loewe=-5.51, Synergy_HSA=0.121.